Binary Classification. Given a T-cell receptor sequence (or CDR3 region) and an epitope sequence, predict whether binding occurs between them. From a dataset of TCR-epitope binding with 47,182 pairs between 192 epitopes and 23,139 TCRs. (1) The epitope is MPASWVMRI. The TCR CDR3 sequence is CASSQGARVQETQYF. Result: 1 (the TCR binds to the epitope). (2) The epitope is SLVKPSFYV. The TCR CDR3 sequence is CSVESYSSTDTQYF. Result: 0 (the TCR does not bind to the epitope). (3) The epitope is TLIGDCATV. The TCR CDR3 sequence is CATSEGGSNTGELFF. Result: 1 (the TCR binds to the epitope). (4) The epitope is YYRRATRRIR. The TCR CDR3 sequence is CAWSVGVATNEKLFF. Result: 0 (the TCR does not bind to the epitope). (5) The epitope is AVFDRKSDAK. The TCR CDR3 sequence is CAWSYTGELFF. Result: 1 (the TCR binds to the epitope). (6) The epitope is FLYALALLL. The TCR CDR3 sequence is CATSPNRAYEQYF. Result: 0 (the TCR does not bind to the epitope). (7) The epitope is FLNGSCGSV. The TCR CDR3 sequence is CASSQGGAGSSYNEQFF. Result: 0 (the TCR does not bind to the epitope). (8) The epitope is GTSGSPIIDK. The TCR CDR3 sequence is CASSPVVIETQYF. Result: 0 (the TCR does not bind to the epitope). (9) The epitope is LLWNGPMAV. The TCR CDR3 sequence is CASSQGDPSGTQYF. Result: 1 (the TCR binds to the epitope). (10) The epitope is KLSYGIATV. The TCR CDR3 sequence is CASSFGGNEQYF. Result: 0 (the TCR does not bind to the epitope).